This data is from Reaction yield outcomes from USPTO patents with 853,638 reactions. The task is: Predict the reaction yield, written as a fraction of the theoretical maximum amount of product (1.0 means a 100% yield; for example, 0.34 means a 34% yield). The reactants are [OH-].[Na+].Cl[C:4]([O:6][CH2:7][C:8]([Cl:11])([Cl:10])[Cl:9])=[O:5].Cl.[NH2:13][C:14]1[CH:15]=[C:16]([CH:20]=[CH:21][CH:22]=1)[C:17]([OH:19])=[O:18]. No catalyst specified. The product is [Cl:9][C:8]([Cl:11])([Cl:10])[CH2:7][O:6][C:4]([NH:13][C:14]1[CH:15]=[C:16]([CH:20]=[CH:21][CH:22]=1)[C:17]([OH:19])=[O:18])=[O:5]. The yield is 0.870.